Dataset: Merck oncology drug combination screen with 23,052 pairs across 39 cell lines. Task: Regression. Given two drug SMILES strings and cell line genomic features, predict the synergy score measuring deviation from expected non-interaction effect. (1) Drug 1: NC1(c2ccc(-c3nc4ccn5c(=O)[nH]nc5c4cc3-c3ccccc3)cc2)CCC1. Drug 2: NC1CCCCC1N.O=C(O)C(=O)O.[Pt+2]. Cell line: NCIH520. Synergy scores: synergy=-13.0. (2) Drug 1: Nc1ccn(C2OC(CO)C(O)C2(F)F)c(=O)n1. Drug 2: Cn1nnc2c(C(N)=O)ncn2c1=O. Cell line: MSTO. Synergy scores: synergy=-1.89. (3) Drug 1: N#Cc1ccc(Cn2cncc2CN2CCN(c3cccc(Cl)c3)C(=O)C2)cc1. Drug 2: C#Cc1cccc(Nc2ncnc3cc(OCCOC)c(OCCOC)cc23)c1. Cell line: NCIH1650. Synergy scores: synergy=9.89. (4) Drug 1: O=P1(N(CCCl)CCCl)NCCCO1. Drug 2: CC1(c2nc3c(C(N)=O)cccc3[nH]2)CCCN1. Cell line: LOVO. Synergy scores: synergy=-4.95. (5) Drug 1: CN(C)C(=N)N=C(N)N. Synergy scores: synergy=-0.105. Cell line: OCUBM. Drug 2: CC1(c2nc3c(C(N)=O)cccc3[nH]2)CCCN1.